This data is from Forward reaction prediction with 1.9M reactions from USPTO patents (1976-2016). The task is: Predict the product of the given reaction. (1) Given the reactants [C:1]1([CH2:7][N:8]2[CH2:12][CH2:11][CH2:10][C:9]2=[O:13])[CH:6]=[CH:5][CH:4]=[CH:3][CH:2]=1.[Br:14][CH2:15][CH2:16][CH2:17][CH2:18]Br.C1(CN2CCC3(CCCC3)C2=O)C=CC=CC=1, predict the reaction product. The product is: [Br:14][CH2:15][CH2:16][CH2:17][CH2:18][CH:10]1[CH2:11][CH2:12][N:8]([CH2:7][C:1]2[CH:2]=[CH:3][CH:4]=[CH:5][CH:6]=2)[C:9]1=[O:13]. (2) Given the reactants [CH2:1]([SH:4])[CH:2]=[CH2:3].[OH2:5], predict the reaction product. The product is: [CH2:3]=[CH:2][CH2:1][S:4](=[O:5])[S:4][CH2:1][CH:2]=[CH2:3].